From a dataset of Forward reaction prediction with 1.9M reactions from USPTO patents (1976-2016). Predict the product of the given reaction. (1) Given the reactants [F:1][C:2]([F:19])([C:6]1[CH:11]=[CH:10][CH:9]=[C:8]([O:12][CH2:13][CH2:14][O:15][CH:16]([CH3:18])[CH3:17])[CH:7]=1)[C:3]([OH:5])=O.P(Cl)(Cl)(Cl)=O.Cl.[NH2:26][CH2:27][C:28]1[CH:29]=[C:30]2[C:34](=[CH:35][CH:36]=1)[C:33](=[O:37])[N:32]([CH:38]1[CH2:43][CH2:42][C:41](=[O:44])[NH:40][C:39]1=[O:45])[CH2:31]2.C(=O)(O)[O-].[Na+], predict the reaction product. The product is: [O:45]=[C:39]1[CH:38]([N:32]2[CH2:31][C:30]3[C:34](=[CH:35][CH:36]=[C:28]([CH2:27][NH:26][C:3](=[O:5])[C:2]([F:1])([F:19])[C:6]4[CH:11]=[CH:10][CH:9]=[C:8]([O:12][CH2:13][CH2:14][O:15][CH:16]([CH3:18])[CH3:17])[CH:7]=4)[CH:29]=3)[C:33]2=[O:37])[CH2:43][CH2:42][C:41](=[O:44])[NH:40]1. (2) Given the reactants [NH:1]1[CH2:5][CH2:4][CH2:3][CH2:2]1.[Cl:6][C:7]1[N:12]=[C:11](Cl)[CH:10]=[C:9]([Cl:14])[N:8]=1.C(N(CC)CC)C.O, predict the reaction product. The product is: [Cl:6][C:7]1[N:8]=[C:9]([Cl:14])[CH:10]=[C:11]([N:1]2[CH2:5][CH2:4][CH2:3][CH2:2]2)[N:12]=1.